This data is from Full USPTO retrosynthesis dataset with 1.9M reactions from patents (1976-2016). The task is: Predict the reactants needed to synthesize the given product. (1) Given the product [C:49]([C:2]1[CH:7]=[CH:6][C:5]([C:8]2([C:14]([O:16][CH3:17])=[O:15])[CH2:11][C:10]([F:13])([F:12])[CH2:9]2)=[CH:4][CH:3]=1)#[N:50], predict the reactants needed to synthesize it. The reactants are: Br[C:2]1[CH:7]=[CH:6][C:5]([C:8]2([C:14]([O:16][CH3:17])=[O:15])[CH2:11][C:10]([F:13])([F:12])[CH2:9]2)=[CH:4][CH:3]=1.N#N.C1(P(C2CCCCC2)C2C=CC=CC=2C2C(OC)=CC=CC=2OC)CCCCC1.[CH3:49][N:50](C=O)C. (2) The reactants are: [CH3:1][O:2][C:3]1[CH:8]=[C:7]([N+:9]([O-:11])=[O:10])[C:6]([O:12][CH3:13])=[CH:5][C:4]=1[CH2:14][CH2:15][NH2:16].[CH3:17][O:18][C:19]1[CH:26]=[CH:25][CH:24]=[CH:23][C:20]=1[CH:21]=O.C(O[BH-](OC(=O)C)OC(=O)C)(=O)C.[Na+].O. Given the product [CH3:17][O:18][C:19]1[CH:26]=[CH:25][CH:24]=[CH:23][C:20]=1[CH2:21][NH:16][CH2:15][CH2:14][C:4]1[CH:5]=[C:6]([O:12][CH3:13])[C:7]([N+:9]([O-:11])=[O:10])=[CH:8][C:3]=1[O:2][CH3:1], predict the reactants needed to synthesize it. (3) Given the product [CH2:37]([N:39]1[CH2:45][CH2:44][C:43]2[CH:46]=[C:47]([NH:50][C:2]3[N:7]=[C:6]([NH:27][C:16]4[CH:17]=[CH:18][C:19]([N:21]5[CH2:22][CH2:23][O:24][CH2:25][CH2:26]5)=[CH:20][C:15]=4[O:14][CH3:13])[C:5]([C:9]([F:12])([F:11])[F:10])=[CH:4][N:3]=3)[CH:48]=[CH:49][C:42]=2[CH2:41][CH2:40]1)[CH3:38], predict the reactants needed to synthesize it. The reactants are: Cl[C:2]1[N:7]=[C:6](Cl)[C:5]([C:9]([F:12])([F:11])[F:10])=[CH:4][N:3]=1.[CH3:13][O:14][C:15]1[CH:20]=[C:19]([N:21]2[CH2:26][CH2:25][O:24][CH2:23][CH2:22]2)[CH:18]=[CH:17][C:16]=1[NH2:27].C(N(CC)C(C)C)(C)C.[CH2:37]([N:39]1[CH2:45][CH2:44][C:43]2[CH:46]=[C:47]([NH2:50])[CH:48]=[CH:49][C:42]=2[CH2:41][CH2:40]1)[CH3:38].C12(CS(O)(=O)=O)C(C)(C)C(CC1)CC2=O.